Dataset: Full USPTO retrosynthesis dataset with 1.9M reactions from patents (1976-2016). Task: Predict the reactants needed to synthesize the given product. (1) Given the product [NH2:11][C@@H:10]([C:4]1[CH:5]=[C:6]([S:8][CH3:9])[CH:7]=[C:2]([F:1])[CH:3]=1)[CH2:14][OH:13], predict the reactants needed to synthesize it. The reactants are: [F:1][C:2]1[CH:3]=[C:4]([C@H:10]2[CH2:14][O:13]C(C)(C)[N:11]2C(OC(C)(C)C)=O)[CH:5]=[C:6]([S:8][CH3:9])[CH:7]=1. (2) Given the product [Cl:32][C:22]1[CH:21]=[C:20]([NH:19][C:15]2[N:14]=[C:13]([C:12]3[S:11][C:10]([CH3:33])=[N:9][C:8]=3[C:4]3[CH:3]=[C:2]([NH:1][C:38](=[O:39])[C:37]4[CH:41]=[CH:42][CH:43]=[C:35]([CH3:34])[CH:36]=4)[CH:7]=[CH:6][CH:5]=3)[CH:18]=[CH:17][N:16]=2)[CH:25]=[CH:24][C:23]=1[O:26][CH2:27][CH2:28][N:29]([CH3:30])[CH3:31], predict the reactants needed to synthesize it. The reactants are: [NH2:1][C:2]1[CH:3]=[C:4]([C:8]2[N:9]=[C:10]([CH3:33])[S:11][C:12]=2[C:13]2[CH:18]=[CH:17][N:16]=[C:15]([NH:19][C:20]3[CH:25]=[CH:24][C:23]([O:26][CH2:27][CH2:28][N:29]([CH3:31])[CH3:30])=[C:22]([Cl:32])[CH:21]=3)[N:14]=2)[CH:5]=[CH:6][CH:7]=1.[CH3:34][C:35]1[CH:36]=[C:37]([CH:41]=[CH:42][CH:43]=1)[C:38](Cl)=[O:39]. (3) Given the product [CH2:34]([S:33][C:29]1[N:28]=[C:27]2[N:26]=[CH:25][N:24]=[C:23]([NH:7][C:8]3[CH:13]=[C:12]([CH3:14])[CH:11]=[CH:10][C:9]=3[S:15][C:16]3[CH:17]=[CH:18][C:19]([O:22][CH2:38][C:39]#[N:40])=[CH:20][CH:21]=3)[C:32]2=[CH:31][N:30]=1)[CH3:35], predict the reactants needed to synthesize it. The reactants are: C(OC(=O)[N:7]([C:23]1[C:32]2[C:27](=[N:28][C:29]([S:33][CH2:34][CH3:35])=[N:30][CH:31]=2)[N:26]=[CH:25][N:24]=1)[C:8]1[CH:13]=[C:12]([CH3:14])[CH:11]=[CH:10][C:9]=1[S:15][C:16]1[CH:21]=[CH:20][C:19]([OH:22])=[CH:18][CH:17]=1)(C)(C)C.Br[CH2:38][C:39]#[N:40].C(=O)([O-])[O-].[Cs+].[Cs+]. (4) Given the product [ClH:1].[CH3:2][C@@H:3]1[CH2:8][O:7][CH2:6][CH2:5][N:4]1[CH2:15][C:14]1[N:11]([C:12]2[CH:13]=[CH:25][C:20]([C:19]([F:29])([F:28])[F:18])=[CH:21][CH:22]=2)[N:36]=[N:35][N:34]=1, predict the reactants needed to synthesize it. The reactants are: [ClH:1].[CH3:2][C@@H:3]1[CH2:8][O:7][CH2:6][CH2:5][NH:4]1.C([N:11]([CH2:14][CH3:15])[CH2:12][CH3:13])C.C=O.[F:18][C:19]([F:29])([F:28])[C:20]1[CH:25]=CC([N+]#[C-])=[CH:22][CH:21]=1.C[Si]([N:34]=[N+:35]=[N-:36])(C)C. (5) Given the product [F:29][C:30]1[CH:31]=[C:32]([CH2:37][C:38]([NH:8][C:7]2[C:6]([N:11]3[CH2:12][CH2:13][CH2:14][CH2:15]3)=[N:5][C:4]([N:16]3[CH2:25][CH2:24][C:23]4[N:22]=[CH:21][CH:20]=[CH:19][C:18]=4[CH2:17]3)=[CH:3][C:2]=2[CH3:1])=[O:39])[CH:33]=[C:34]([F:36])[CH:35]=1, predict the reactants needed to synthesize it. The reactants are: [CH3:1][C:2]1[C:7]([N+:8]([O-])=O)=[C:6]([N:11]2[CH2:15][CH2:14][CH2:13][CH2:12]2)[N:5]=[C:4]([N:16]2[CH2:25][CH2:24][C:23]3[N:22]=[CH:21][CH:20]=[CH:19][C:18]=3[CH2:17]2)[CH:3]=1.O.NN.[F:29][C:30]1[CH:31]=[C:32]([CH2:37][C:38](Cl)=[O:39])[CH:33]=[C:34]([F:36])[CH:35]=1. (6) Given the product [OH:34][C:31]1[CH:32]=[CH:33][C:27]2[O:26][C@@H:25]3[C@@H:24]([C:22]([O:21][CH2:19][CH3:20])=[O:23])[C@@H:29]3[C:28]=2[CH:30]=1, predict the reactants needed to synthesize it. The reactants are: [F-].C([N+](CCCC)(CCCC)CCCC)CCC.[CH2:19]([O:21][C:22]([C@H:24]1[C@H:29]2[C@@H:25]1[O:26][C:27]1[CH:33]=[CH:32][C:31]([O:34][Si](C(C)(C)C)(C)C)=[CH:30][C:28]=12)=[O:23])[CH3:20].